From a dataset of Forward reaction prediction with 1.9M reactions from USPTO patents (1976-2016). Predict the product of the given reaction. (1) Given the reactants Br[C:2]1[CH:3]=[N:4][C:5]([N:8]2[CH2:13][CH2:12][N:11]([C:14]([O:16][C:17]([CH3:20])([CH3:19])[CH3:18])=[O:15])[CH2:10][CH2:9]2)=[N:6][CH:7]=1.[Li]CCCC.[CH3:26][C:27]([S@:30](/[N:32]=[C:33](/[C:38]1[CH:43]=[CH:42][C:41]([F:44])=[CH:40][CH:39]=1)\[C:34]([F:37])([F:36])[F:35])=[O:31])([CH3:29])[CH3:28].[NH4+].[Cl-], predict the reaction product. The product is: [C:27]([S@:30]([NH:32][C@:33]([C:2]1[CH:3]=[N:4][C:5]([N:8]2[CH2:13][CH2:12][N:11]([C:14]([O:16][C:17]([CH3:20])([CH3:19])[CH3:18])=[O:15])[CH2:10][CH2:9]2)=[N:6][CH:7]=1)([C:38]1[CH:43]=[CH:42][C:41]([F:44])=[CH:40][CH:39]=1)[C:34]([F:35])([F:36])[F:37])=[O:31])([CH3:29])([CH3:26])[CH3:28]. (2) Given the reactants [Cl:1][C:2]1[CH:13]=[CH:12][C:5]([C:6]([O:8]C(C)C)=[O:7])=[CH:4][C:3]=1[O:14][CH:15]([CH3:17])[CH3:16].[OH-].[Na+], predict the reaction product. The product is: [Cl:1][C:2]1[CH:13]=[CH:12][C:5]([C:6]([OH:8])=[O:7])=[CH:4][C:3]=1[O:14][CH:15]([CH3:17])[CH3:16]. (3) Given the reactants [CH3:1][O:2][C:3]1[CH:4]=[C:5]2[C:10](=[CH:11][CH:12]=1)[N:9]=[C:8](O)[CH:7]=[C:6]2[NH:14][C:15]1[CH:20]=[CH:19][C:18]([Cl:21])=[C:17]([Cl:22])[CH:16]=1.O=P(Cl)(Cl)[Cl:25], predict the reaction product. The product is: [CH3:1][O:2][C:3]1[CH:4]=[C:5]2[C:10](=[CH:11][CH:12]=1)[N:9]=[C:8]([Cl:25])[CH:7]=[C:6]2[NH:14][C:15]1[CH:20]=[CH:19][C:18]([Cl:21])=[C:17]([Cl:22])[CH:16]=1. (4) Given the reactants [O:1]=[C:2]1[CH:8]=[C:7]([C:9]([O:11][CH3:12])=[O:10])[CH2:6][CH2:5][CH2:4][NH:3]1, predict the reaction product. The product is: [O:1]=[C:2]1[CH2:8][CH:7]([C:9]([O:11][CH3:12])=[O:10])[CH2:6][CH2:5][CH2:4][NH:3]1. (5) Given the reactants [Cl:1][C:2]1[C:10]([Cl:11])=[C:9]2[C:5]([CH2:6][C:7]([CH:14]3[CH2:18][CH2:17][CH2:16][CH2:15]3)([CH3:13])[C:8]2=O)=[CH:4][C:3]=1[OH:19].[CH3:20][O:21][C:22](=[O:31])[C:23]1[CH:28]=[CH:27][C:26]([CH2:29]Br)=[CH:25][CH:24]=1.C(=O)([O-])[O-:33].[K+].[K+], predict the reaction product. The product is: [CH3:20][O:21][C:22](=[O:31])[C:23]1[CH:28]=[CH:27][C:26]([C:29]([O:19][C:3]2[CH:4]=[C:5]3[C:9](=[C:10]([Cl:11])[C:2]=2[Cl:1])[CH2:8][C:7]([CH:14]2[CH2:18][CH2:17][CH2:16][CH2:15]2)([CH3:13])[CH2:6]3)=[O:33])=[CH:25][CH:24]=1. (6) The product is: [C:1]([O:5][C:6]([NH:8][CH2:9][C:10]1[CH:11]=[CH:12][C:13](/[CH:16]=[CH:17]\[CH:18]2[CH2:19][CH2:20][CH2:21][CH2:22][CH2:23]2)=[CH:14][CH:15]=1)=[O:7])([CH3:4])([CH3:2])[CH3:3]. Given the reactants [C:1]([O:5][C:6]([NH:8][CH2:9][C:10]1[CH:15]=[CH:14][C:13]([C:16]#[C:17][CH:18]2[CH2:23][CH2:22][CH2:21][CH2:20][CH2:19]2)=[CH:12][CH:11]=1)=[O:7])([CH3:4])([CH3:3])[CH3:2], predict the reaction product. (7) Given the reactants Cl[C:2]1[CH:7]=[C:6]([Cl:8])[C:5]([N+:9]([O-:11])=[O:10])=[CH:4][C:3]=1[N+:12]([O-:14])=[O:13].[C:15]([C:17]1[CH:23]=[CH:22][C:20]([NH2:21])=[CH:19][CH:18]=1)#[N:16].CC(C)([O-])C.[K+].Cl, predict the reaction product. The product is: [Cl:8][C:6]1[C:5]([N+:9]([O-:11])=[O:10])=[CH:4][C:3]([N+:12]([O-:14])=[O:13])=[C:2]([CH:7]=1)[NH:21][C:20]1[CH:22]=[CH:23][C:17]([C:15]#[N:16])=[CH:18][CH:19]=1. (8) Given the reactants F[CH2:2][C:3]([C:5]1[CH:10]=[CH:9][CH:8]=[CH:7][CH:6]=1)=O.[NH2:11][NH2:12].C(Cl)Cl, predict the reaction product. The product is: [CH3:2][C:3]1[C:5]2[C:10](=[CH:9][CH:8]=[CH:7][CH:6]=2)[NH:12][N:11]=1. (9) Given the reactants [F:1][C:2]1[CH:3]=[C:4]([CH:8]=[CH:9][C:10]=1[CH3:11])[C:5]([OH:7])=O.Cl.[NH2:13][CH:14]([C:20]([O:22][CH2:23][CH3:24])=[O:21])[C:15]([O:17][CH2:18][CH3:19])=[O:16].ON1C2C=CC=CC=2N=N1.Cl.CN(C)CCCN=C=NCC, predict the reaction product. The product is: [F:1][C:2]1[CH:3]=[C:4]([CH:8]=[CH:9][C:10]=1[CH3:11])[C:5]([NH:13][CH:14]([C:15]([O:17][CH2:18][CH3:19])=[O:16])[C:20]([O:22][CH2:23][CH3:24])=[O:21])=[O:7]. (10) The product is: [C:25]([N:22]1[CH2:21][CH2:20][C:19]2([CH2:11][C:10](=[O:12])[C:3]3[C:2](=[CH:7][CH:6]=[CH:5][C:4]=3[O:8][CH3:9])[O:18]2)[CH2:24][CH2:23]1)([O:27][C:28]([CH3:31])([CH3:30])[CH3:29])=[O:26]. Given the reactants O[C:2]1[CH:7]=[CH:6][CH:5]=[C:4]([O:8][CH3:9])[C:3]=1[C:10](=[O:12])[CH3:11].N1CCCC1.[O:18]=[C:19]1[CH2:24][CH2:23][N:22]([C:25]([O:27][C:28]([CH3:31])([CH3:30])[CH3:29])=[O:26])[CH2:21][CH2:20]1, predict the reaction product.